Dataset: Full USPTO retrosynthesis dataset with 1.9M reactions from patents (1976-2016). Task: Predict the reactants needed to synthesize the given product. (1) Given the product [NH2:21][C:15]1[C:14]2[C:18](=[CH:19][CH:20]=[C:12]([CH:11]=[C:10]3[C:9]4[C:4](=[CH:5][CH:6]=[CH:7][CH:8]=4)[NH:3][C:2]3=[O:1])[CH:13]=2)[NH:17][N:16]=1, predict the reactants needed to synthesize it. The reactants are: [O:1]=[C:2]1[NH:3][C:4]2[C:9](/[C:10]/1=[CH:11]\[C:12]1[CH:13]=[C:14]3[C:18](=[CH:19][CH:20]=1)[NH:17][N:16]=[C:15]3[NH:21]C(=O)OC(C)(C)C)=[CH:8][CH:7]=[CH:6][CH:5]=2.C(O)(C(F)(F)F)=O. (2) Given the product [CH:1]1([CH2:4][O:5][C:6]2[CH:11]=[C:10]([N+:17]([O-:19])=[O:18])[CH:9]=[CH:8][C:7]=2[NH:12][S:13]([CH3:16])(=[O:15])=[O:14])[CH2:2][CH2:3]1, predict the reactants needed to synthesize it. The reactants are: [CH:1]1([CH2:4][O:5][C:6]2[CH:11]=[CH:10][CH:9]=[CH:8][C:7]=2[NH:12][S:13]([CH3:16])(=[O:15])=[O:14])[CH2:3][CH2:2]1.[N+:17]([O-])([OH:19])=[O:18]. (3) Given the product [Cl:1][C:2]1[CH:14]=[C:13]([Cl:15])[C:12]([S:16][C:17]2[N:21]([CH3:22])[N:20]=[C:19]([CH3:23])[C:18]=2/[CH:24]=[N:27]/[OH:28])=[CH:11][C:3]=1[O:4][C@H:5]([CH3:10])[C:6]([O:8][CH3:9])=[O:7], predict the reactants needed to synthesize it. The reactants are: [Cl:1][C:2]1[CH:14]=[C:13]([Cl:15])[C:12]([S:16][C:17]2[N:21]([CH3:22])[N:20]=[C:19]([CH3:23])[C:18]=2[CH:24]=O)=[CH:11][C:3]=1[O:4][C@H:5]([CH3:10])[C:6]([O:8][CH3:9])=[O:7].Cl.[NH2:27][OH:28].C([O-])(=O)C.[Na+].O. (4) Given the product [F:18][C:15]([F:17])([F:16])[CH:14]([N:11]1[CH2:12][CH2:13][C@H:9]([NH:8][C:6](=[O:7])[O:5][C:1]([CH3:4])([CH3:3])[CH3:2])[CH2:10]1)[C:19]1[CH:20]=[CH:21][C:22]2[N:23]([C:25]([C:28]3[CH:37]=[CH:36][C:35]4[C:30](=[CH:31][C:32]([C:38](=[O:40])[NH:56][CH:51]([CH3:52])[CH3:50])=[CH:33][CH:34]=4)[N:29]=3)=[N:26][N:27]=2)[CH:24]=1, predict the reactants needed to synthesize it. The reactants are: [C:1]([O:5][C:6]([NH:8][C@H:9]1[CH2:13][CH2:12][N:11]([CH:14]([C:19]2[CH:20]=[CH:21][C:22]3[N:23]([C:25]([C:28]4[CH:37]=[CH:36][C:35]5[C:30](=[CH:31][C:32]([C:38]([OH:40])=O)=[CH:33][CH:34]=5)[N:29]=4)=[N:26][N:27]=3)[CH:24]=2)[C:15]([F:18])([F:17])[F:16])[CH2:10]1)=[O:7])([CH3:4])([CH3:3])[CH3:2].CN(C(ON1N=[N:56][C:51]2[CH:52]=CC=N[C:50]1=2)=[N+](C)C)C.F[P-](F)(F)(F)(F)F.CC(N)C.CCN(C(C)C)C(C)C. (5) Given the product [CH2:5]([C:7]([C:25]1[CH:30]=[CH:29][C:28]([C:31]2[CH:36]=[CH:35][C:34]([CH2:37][C:38]([O-:40])=[O:39])=[C:33]([F:42])[CH:32]=2)=[C:27]([CH3:43])[CH:26]=1)([C:10]1[CH:15]=[CH:14][C:13](/[CH:16]=[CH:17]/[C:18]([CH2:19][CH3:20])([OH:21])[CH2:22][CH3:23])=[C:12]([CH3:24])[CH:11]=1)[CH2:8][CH3:9])[CH3:6].[Na+:4], predict the reactants needed to synthesize it. The reactants are: CO.[OH-].[Na+:4].[CH2:5]([C:7]([C:25]1[CH:30]=[CH:29][C:28]([C:31]2[CH:36]=[CH:35][C:34]([CH2:37][C:38]([O:40]C)=[O:39])=[C:33]([F:42])[CH:32]=2)=[C:27]([CH3:43])[CH:26]=1)([C:10]1[CH:15]=[CH:14][C:13](/[CH:16]=[CH:17]/[C:18]([CH2:22][CH3:23])([OH:21])[CH2:19][CH3:20])=[C:12]([CH3:24])[CH:11]=1)[CH2:8][CH3:9])[CH3:6].[Cl-].[NH4+].